Dataset: CYP2C19 inhibition data for predicting drug metabolism from PubChem BioAssay. Task: Regression/Classification. Given a drug SMILES string, predict its absorption, distribution, metabolism, or excretion properties. Task type varies by dataset: regression for continuous measurements (e.g., permeability, clearance, half-life) or binary classification for categorical outcomes (e.g., BBB penetration, CYP inhibition). Dataset: cyp2c19_veith. The compound is Cn1c(=O)c(-c2cc(F)cc(F)c2)nc2cncnc21. The result is 0 (non-inhibitor).